From a dataset of Forward reaction prediction with 1.9M reactions from USPTO patents (1976-2016). Predict the product of the given reaction. (1) Given the reactants [CH:1]([N:5]1[C:13]2[CH:12]=[C:11](Cl)[N:10]=[CH:9][C:8]=2[C:7]([N:15]2[CH2:19][CH2:18][NH:17][C:16]2=[O:20])=[N:6]1)([CH2:3][CH3:4])[CH3:2].[NH2:21][C:22]1[CH:27]=[CH:26][N:25]=[C:24]([N:28]2[CH2:33][C@H:32]([F:34])[C@H:31]([OH:35])[C:30]([CH3:37])([CH3:36])[CH2:29]2)[N:23]=1.C1(P(C2CCCCC2)C2C(OC)=CC=C(OC)C=2C2C(C(C)C)=CC(C(C)C)=CC=2C(C)C)CCCCC1.C(=O)([O-])[O-].[Cs+].[Cs+], predict the reaction product. The product is: [CH:1]([N:5]1[C:13]2[CH:12]=[C:11]([NH:21][C:22]3[CH:27]=[CH:26][N:25]=[C:24]([N:28]4[CH2:33][C@H:32]([F:34])[C@H:31]([OH:35])[C:30]([CH3:37])([CH3:36])[CH2:29]4)[N:23]=3)[N:10]=[CH:9][C:8]=2[C:7]([N:15]2[CH2:19][CH2:18][NH:17][C:16]2=[O:20])=[N:6]1)([CH2:3][CH3:4])[CH3:2]. (2) Given the reactants [Br:1][C:2]1[CH:11]=[CH:10][C:9]2[C:4](=[CH:5][C:6]([O:12][C@H:13]3[CH2:18][CH2:17][C@@H:16]([C:19]([F:22])([F:21])[F:20])[CH2:15][CH2:14]3)=[CH:7][CH:8]=2)[CH:3]=1.Cl[CH:24](Cl)[O:25]C.Cl, predict the reaction product. The product is: [Br:1][C:2]1[CH:3]=[C:4]2[C:9]([CH:8]=[CH:7][C:6]([O:12][C@H:13]3[CH2:14][CH2:15][C@@H:16]([C:19]([F:20])([F:21])[F:22])[CH2:17][CH2:18]3)=[C:5]2[CH:24]=[O:25])=[CH:10][CH:11]=1. (3) Given the reactants [CH3:1][O:2][C:3]1[C:12]([CH3:13])=[C:11]2[C:6]([C:7]([O:22][CH2:23][CH2:24][C@@H:25]3[NH:39][C:38](=[O:40])[N:37]([CH3:41])[CH2:36][CH2:35][CH2:34][CH2:33][CH:32]=[CH:31][C@H:30]4[C@@:28]([C:42]([O:44]CC)=[O:43])([CH2:29]4)[NH:27][C:26]3=[O:47])=[CH:8][C:9]([N:14]3[CH:18]=[CH:17][C:16]([CH:19]([CH3:21])[CH3:20])=[N:15]3)=[N:10]2)=[CH:5][CH:4]=1.C(C1N=C(C2C=C(OCC[C@@H]3NC(=O)N(C)CCCCC=C[C@H]4[C@@](C(O)=O)(C4)NC3=O)C3C(=C(C)C(OC)=CC=3)N=2)SC=1)(C)C, predict the reaction product. The product is: [CH3:1][O:2][C:3]1[C:12]([CH3:13])=[C:11]2[C:6]([C:7]([O:22][CH2:23][CH2:24][C@@H:25]3[NH:39][C:38](=[O:40])[N:37]([CH3:41])[CH2:36][CH2:35][CH2:34][CH2:33][CH:32]=[CH:31][C@H:30]4[C@@:28]([C:42]([OH:44])=[O:43])([CH2:29]4)[NH:27][C:26]3=[O:47])=[CH:8][C:9]([N:14]3[CH:18]=[CH:17][C:16]([CH:19]([CH3:20])[CH3:21])=[N:15]3)=[N:10]2)=[CH:5][CH:4]=1. (4) The product is: [CH:1]1([CH2:6][CH2:7][CH2:8][N:9]2[CH:10]=[CH:11][N:25]([C:22]3[CH:21]=[CH:20][C:19]([N+:16]([O-:18])=[O:17])=[CH:24][CH:23]=3)[C:26]2=[O:27])[CH2:2][CH2:3][CH2:4][CH2:5]1. Given the reactants [CH:1]1([CH2:6][CH2:7][CH2:8][NH:9][CH2:10][CH:11](OC)OC)[CH2:5][CH2:4][CH2:3][CH2:2]1.[N+:16]([C:19]1[CH:24]=[CH:23][C:22]([N:25]=[C:26]=[O:27])=[CH:21][CH:20]=1)([O-:18])=[O:17].FC(F)(F)C(O)=O.O, predict the reaction product. (5) Given the reactants [OH:1][C:2]1[CH:7]=[CH:6][C:5]([C:8]2[C:17]([CH2:18][N:19]([C:37]3[CH:42]=[CH:41][CH:40]=[CH:39][C:38]=3[O:43][CH3:44])C(OCC3C4C=CC=CC=4C4C3=CC=CC=4)=O)=[C:16]3[C:11]([NH:12][C:13]([CH3:48])([CH3:47])[C:14](=[O:46])[N:15]3[CH3:45])=[CH:10][CH:9]=2)=[C:4]([O:49][CH3:50])[CH:3]=1.[CH2:51]([N:53](CC)[CH2:54]C)C.Cl.[Cl-].[O:60]1[CH2:64][CH2:63][CH2:62][CH2:61]1, predict the reaction product. The product is: [CH3:44][O:43][C:38]1[CH:39]=[CH:40][CH:41]=[CH:42][C:37]=1[NH:19][CH2:18][C:17]1[C:8]([C:5]2[CH:6]=[CH:7][C:2]([O:1][C:64]([C:63]3[CH:51]=[N:53][CH:54]=[CH:61][CH:62]=3)=[O:60])=[CH:3][C:4]=2[O:49][CH3:50])=[CH:9][CH:10]=[C:11]2[C:16]=1[N:15]([CH3:45])[C:14](=[O:46])[C:13]([CH3:48])([CH3:47])[NH:12]2. (6) Given the reactants Cl[C:2]1[C:3]([NH2:9])=[N:4][CH:5]=[N:6][C:7]=1Cl.[NH2:10][C@H:11]1[CH2:16][CH2:15][CH2:14][C@H:13]([NH:17][C:18](=[O:24])OC(C)(C)C)[CH2:12]1.[O:25]([C:32]1[CH:37]=[CH:36][C:35](B(O)O)=[CH:34][CH:33]=1)[C:26]1[CH:31]=[CH:30][CH:29]=[CH:28][CH:27]=1.[C:41](Cl)(=O)[CH:42]=C, predict the reaction product. The product is: [NH2:9][C:3]1[N:4]=[CH:5][N:6]=[C:7]([NH:10][C@H:11]2[CH2:16][CH2:15][CH2:14][C@H:13]([NH:17][C:18](=[O:24])[CH:41]=[CH2:42])[CH2:12]2)[C:2]=1[C:29]1[CH:30]=[CH:31][C:26]([O:25][C:32]2[CH:37]=[CH:36][CH:35]=[CH:34][CH:33]=2)=[CH:27][CH:28]=1. (7) Given the reactants [O:1]=[C:2]1[C:6]2([CH2:11][CH2:10][N:9]([CH2:12][CH2:13][CH2:14][N:15]3[C:19]4[CH:20]=[CH:21][CH:22]=[CH:23][C:18]=4[NH:17][C:16]3=[O:24])[CH2:8][CH2:7]2)[N:5]([C:25]2[CH:30]=[CH:29][CH:28]=[CH:27][CH:26]=2)[CH2:4][N:3]1[CH2:31][C:32]1[CH:41]=[CH:40][CH:39]=[CH:38][C:33]=1[C:34]([O:36]C)=[O:35].O.[OH-].[Li+], predict the reaction product. The product is: [O:1]=[C:2]1[C:6]2([CH2:7][CH2:8][N:9]([CH2:12][CH2:13][CH2:14][N:15]3[C:19]4[CH:20]=[CH:21][CH:22]=[CH:23][C:18]=4[NH:17][C:16]3=[O:24])[CH2:10][CH2:11]2)[N:5]([C:25]2[CH:26]=[CH:27][CH:28]=[CH:29][CH:30]=2)[CH2:4][N:3]1[CH2:31][C:32]1[CH:41]=[CH:40][CH:39]=[CH:38][C:33]=1[C:34]([OH:36])=[O:35]. (8) The product is: [C:13]([C:17]1[CH:22]=[CH:21][C:20]([CH:23]([C:24]2[CH:25]=[CH:26][C:27]([Cl:32])=[C:28]([O:30][CH3:31])[N:29]=2)[NH:7][CH:1]2[CH2:3][CH2:4][CH2:5][CH2:6]2)=[CH:19][CH:18]=1)([CH3:16])([CH3:15])[CH3:14]. Given the reactants [CH:1]1([NH2:7])[CH2:6][CH2:5][CH2:4][CH2:3]C1.C(=O)(O)[O-].[Na+].[C:13]([C:17]1[CH:22]=[CH:21][C:20]([CH:23](Cl)[C:24]2[N:29]=[C:28]([O:30][CH3:31])[C:27]([Cl:32])=[CH:26][CH:25]=2)=[CH:19][CH:18]=1)([CH3:16])([CH3:15])[CH3:14].O, predict the reaction product. (9) Given the reactants [CH:1]([C:3]1[C:4]([C:12]2[N:16]3[CH:17]=[CH:18][CH:19]=[N:20][C:15]3=[C:14]([C:21]([O:23][CH3:24])=[O:22])[CH:13]=2)=[CH:5][C:6]2[O:10][CH2:9][O:8][C:7]=2[CH:11]=1)=[O:2].CC(CC)=C.[O-:30]Cl=O.[Na+], predict the reaction product. The product is: [CH3:24][O:23][C:21]([C:14]1[CH:13]=[C:12]([C:4]2[C:3]([C:1]([OH:30])=[O:2])=[CH:11][C:7]3[O:8][CH2:9][O:10][C:6]=3[CH:5]=2)[N:16]2[CH:17]=[CH:18][CH:19]=[N:20][C:15]=12)=[O:22]. (10) The product is: [F:32][C:31]([F:34])([F:33])[C:30]([C:12]1[CH:13]=[CH:14][C:15]([N:16]2[CH2:21][CH2:20][N:19]([S:22]([C:25]3[S:26][CH:27]=[CH:28][CH:29]=3)(=[O:24])=[O:23])[CH2:18][CH2:17]2)=[C:10]([C:3]2[CH:4]=[CH:5][S:1][CH:2]=2)[CH:11]=1)([OH:39])[C:35]([F:38])([F:37])[F:36]. Given the reactants [S:1]1[CH:5]=[CH:4][C:3](B(O)O)=[CH:2]1.Br[C:10]1[CH:11]=[C:12]([C:30]([OH:39])([C:35]([F:38])([F:37])[F:36])[C:31]([F:34])([F:33])[F:32])[CH:13]=[CH:14][C:15]=1[N:16]1[CH2:21][CH2:20][N:19]([S:22]([C:25]2[S:26][CH:27]=[CH:28][CH:29]=2)(=[O:24])=[O:23])[CH2:18][CH2:17]1, predict the reaction product.